From a dataset of Full USPTO retrosynthesis dataset with 1.9M reactions from patents (1976-2016). Predict the reactants needed to synthesize the given product. (1) Given the product [CH3:11][O:12][C:13](=[O:14])[CH2:19][C:20](=[O:21])[CH2:26][CH:1]1[C:10]2[C:5](=[CH:6][CH:7]=[CH:8][CH:9]=2)[CH:4]=[CH:3][N:2]1[C:28]([O:30][CH2:31][C:32]1[CH:37]=[CH:36][CH:35]=[CH:34][CH:33]=1)=[O:29], predict the reactants needed to synthesize it. The reactants are: [CH:1]1[C:10]2[C:5](=[CH:6][CH:7]=[CH:8][CH:9]=2)[CH:4]=[CH:3][N:2]=1.[CH3:11][O:12]/[C:13](=[CH:19]/[C:20](=[CH2:26])[O:21][Si](C)(C)C)/[O:14][Si](C)(C)C.Cl[C:28]([O:30][CH2:31][C:32]1[CH:37]=[CH:36][CH:35]=[CH:34][CH:33]=1)=[O:29].[NH4+].[Cl-]. (2) Given the product [F:30][C:31]1[CH:36]=[CH:35][CH:34]=[CH:33][C:32]=1[C:37]1[N:38]=[C:27]([CH:12]2[CH2:13][CH:14]([C:16]3[CH:21]=[CH:20][C:19]([O:22][C:23]([F:24])([F:26])[F:25])=[CH:18][CH:17]=3)[CH2:15][N:10]([C:8]([N:5]3[CH2:6][CH2:7][CH:2]([OH:1])[CH2:3][CH2:4]3)=[O:9])[CH2:11]2)[O:40][N:39]=1, predict the reactants needed to synthesize it. The reactants are: [OH:1][CH:2]1[CH2:7][CH2:6][N:5]([C:8]([N:10]2[CH2:15][CH:14]([C:16]3[CH:21]=[CH:20][C:19]([O:22][C:23]([F:26])([F:25])[F:24])=[CH:18][CH:17]=3)[CH2:13][CH:12]([C:27](O)=O)[CH2:11]2)=[O:9])[CH2:4][CH2:3]1.[F:30][C:31]1[CH:36]=[CH:35][CH:34]=[CH:33][C:32]=1[C:37](=[N:39][OH:40])[NH2:38]. (3) The reactants are: [CH3:1][C:2]1[CH:40]=[CH:39][CH:38]=[CH:37][C:3]=1[C:4]([O:6][CH2:7][C:8]1[CH:13]=[CH:12][C:11]([CH:14]([CH2:28][NH:29]C(OC(C)(C)C)=O)[C:15]([NH:17][C:18]2[CH:19]=[C:20]3[C:25](=[CH:26][CH:27]=2)[CH:24]=[N:23][CH:22]=[CH:21]3)=[O:16])=[CH:10][CH:9]=1)=[O:5].[ClH:41]. Given the product [ClH:41].[ClH:41].[CH3:1][C:2]1[CH:40]=[CH:39][CH:38]=[CH:37][C:3]=1[C:4]([O:6][CH2:7][C:8]1[CH:9]=[CH:10][C:11]([CH:14]([CH2:28][NH2:29])[C:15]([NH:17][C:18]2[CH:19]=[C:20]3[C:25](=[CH:26][CH:27]=2)[CH:24]=[N:23][CH:22]=[CH:21]3)=[O:16])=[CH:12][CH:13]=1)=[O:5], predict the reactants needed to synthesize it. (4) The reactants are: C1(C2NC(=O)C(C)NC2=O)CC1.Cl.[NH2:14][CH:15]([CH2:27][CH3:28])[C:16]([NH:18][CH:19]([CH:24]1[CH2:26][CH2:25]1)[C:20](OC)=[O:21])=[O:17]. Given the product [CH:24]1([CH:19]2[NH:18][C:16](=[O:17])[CH:15]([CH2:27][CH3:28])[NH:14][C:20]2=[O:21])[CH2:26][CH2:25]1, predict the reactants needed to synthesize it. (5) Given the product [F:34][CH:32]([F:33])[O:31][C:23]1[CH:22]=[C:21]([CH:6]([C:14]2[CH:15]=[CH:16][C:17]([Br:20])=[N:18][CH:19]=2)[CH2:7][C:8]2[CH:9]=[N:10][CH:11]=[CH:12][CH:13]=2)[CH:26]=[CH:25][C:24]=1[O:27][CH:28]([F:30])[F:29], predict the reactants needed to synthesize it. The reactants are: C([C:6]([C:21]1[CH:26]=[CH:25][C:24]([O:27][CH:28]([F:30])[F:29])=[C:23]([O:31][CH:32]([F:34])[F:33])[CH:22]=1)([C:14]1[CH:15]=[CH:16][C:17]([Br:20])=[N:18][CH:19]=1)[CH2:7][C:8]1[CH:9]=[N:10][CH:11]=[CH:12][CH:13]=1)(OCC)=O.[Li+].[OH-].Cl.